Dataset: Forward reaction prediction with 1.9M reactions from USPTO patents (1976-2016). Task: Predict the product of the given reaction. (1) Given the reactants [CH3:1][C@H:2]1[CH2:6][CH2:5][CH2:4][N:3]1[C@H:7]1[CH2:11][CH2:10][N:9]([C:12]2[CH:17]=[CH:16][C:15]([N+:18]([O-])=O)=[C:14]([CH3:21])[CH:13]=2)[CH2:8]1, predict the reaction product. The product is: [CH3:21][C:14]1[CH:13]=[C:12]([N:9]2[CH2:10][CH2:11][C@H:7]([N:3]3[CH2:4][CH2:5][CH2:6][C@@H:2]3[CH3:1])[CH2:8]2)[CH:17]=[CH:16][C:15]=1[NH2:18]. (2) Given the reactants I[C:2]1[CH:7]=[CH:6][C:5]([S:8]([NH:11][CH2:12][C:13]2[CH:18]=[CH:17][N:16]=[CH:15][N:14]=2)(=[O:10])=[O:9])=[CH:4][CH:3]=1.[F:19][C:20]1[CH:25]=[CH:24][C:23](B(O)O)=[CH:22][CH:21]=1.C(=O)([O-])[O-].[Na+].[Na+], predict the reaction product. The product is: [N:16]1[CH:17]=[CH:18][C:13]([CH2:12][NH:11][S:8]([C:5]2[CH:6]=[CH:7][C:2]([C:23]3[CH:24]=[CH:25][C:20]([F:19])=[CH:21][CH:22]=3)=[CH:3][CH:4]=2)(=[O:10])=[O:9])=[N:14][CH:15]=1. (3) Given the reactants [C:1](Cl)(=[O:11])[C:2]1[CH:10]=[CH:9][C:5]([C:6](Cl)=[O:7])=[CH:4][CH:3]=1.[NH2:13][C:14]1[CH:15]=[C:16]([C:28]2[CH:33]=[CH:32][CH:31]=[CH:30][CH:29]=2)[CH:17]=[CH:18][C:19]=1[NH:20]C(=O)OC(C)(C)C.C([N:37]([CH:40]([CH3:42])C)[CH2:38][CH3:39])(C)C.[N:43]1(C(OC(C)(C)C)=O)[C:47]2(CCNCC2)[CH2:46][CH2:45][CH2:44]1.C(=O)([O-])[O-].FC(F)(F)C(O)=O, predict the reaction product. The product is: [NH2:20][C:19]1[CH:18]=[CH:17][C:16]([C:28]2[CH:29]=[CH:30][CH:31]=[CH:32][CH:33]=2)=[CH:15][C:14]=1[NH:13][C:1](=[O:11])[C:2]1[CH:10]=[CH:9][C:5]([C:6]([N:43]2[CH2:47][CH2:46][C:45]3([CH2:39][CH2:38][NH:37][CH2:40][CH2:42]3)[CH2:44]2)=[O:7])=[CH:4][CH:3]=1. (4) The product is: [NH:7]1[C:15]2[C:10](=[C:11]([C:16]3[CH:17]=[C:18]([CH2:22][CH2:23][N:25]([CH3:26])[CH3:27])[CH:19]=[CH:20][CH:21]=3)[CH:12]=[CH:13][CH:14]=2)[CH:9]=[CH:8]1. Given the reactants [H-].[H-].[H-].[H-].[Li+].[Al+3].[NH:7]1[C:15]2[C:10](=[C:11]([C:16]3[CH:17]=[C:18]([CH2:22][C:23]([N:25]([CH3:27])[CH3:26])=O)[CH:19]=[CH:20][CH:21]=3)[CH:12]=[CH:13][CH:14]=2)[CH:9]=[CH:8]1, predict the reaction product. (5) Given the reactants [NH2:1][C@H:2]1[CH2:6][N:5]([C:7]([O:9][C:10]([CH3:13])([CH3:12])[CH3:11])=[O:8])[C@@H:4]([CH3:14])[CH2:3]1.C(N(CC)CC)C.[F:22][C:23]([F:35])([F:34])[C:24]1[CH:25]=[C:26]([S:30](Cl)(=[O:32])=[O:31])[CH:27]=[CH:28][CH:29]=1.O, predict the reaction product. The product is: [CH3:14][C@H:4]1[CH2:3][C@@H:2]([NH:1][S:30]([C:26]2[CH:27]=[CH:28][CH:29]=[C:24]([C:23]([F:22])([F:34])[F:35])[CH:25]=2)(=[O:32])=[O:31])[CH2:6][N:5]1[C:7]([O:9][C:10]([CH3:13])([CH3:12])[CH3:11])=[O:8]. (6) The product is: [C:8]([N:26]1[CH2:27][CH2:22][CH2:23][CH2:24][CH2:25]1)(=[O:9])[C:7]1[CH:6]=[CH:5][CH:4]=[CH:17][CH:16]=1. Given the reactants Cl.CO[C:4]1[CH:17]=[CH:16][C:7]([C:8](C2CCNCC2)=[O:9])=[CH:6][CH:5]=1.COC([C:22]1[CH:23]=[CH:24][C:25](C(O)=O)=[N:26][CH:27]=1)=O.C(N(CC)CC)C.CN(C(ON1N=NC2C=CC=NC1=2)=[N+](C)C)C.F[P-](F)(F)(F)(F)F, predict the reaction product. (7) Given the reactants C(O[C:6]([N:8]1[CH2:12][C:11](=[N:13][O:14][CH3:15])[CH2:10][C@H:9]1[C:16]([OH:18])=O)=[O:7])(C)(C)C.[C:19]1([C:28]2[CH:33]=[CH:32][CH:31]=[CH:30][CH:29]=2)[CH:24]=[CH:23][C:22](C(Cl)=O)=[CH:21][CH:20]=1.[NH2:34][CH2:35][C:36]([NH2:38])=[O:37], predict the reaction product. The product is: [NH2:38][C:36](=[O:37])[CH2:35][NH:34][C:16]([C@@H:9]1[CH2:10][C:11](=[N:13][O:14][CH3:15])[CH2:12][N:8]1[C:6]([C:31]1[CH:30]=[CH:29][C:28]([C:19]2[CH:20]=[CH:21][CH:22]=[CH:23][CH:24]=2)=[CH:33][CH:32]=1)=[O:7])=[O:18]. (8) Given the reactants [Cl:1][C:2]1[CH:7]=[CH:6][C:5]([O:8]C)=[C:4]([CH2:10][C:11]2[CH:16]=[CH:15][CH:14]=[CH:13][C:12]=2OC)[CH:3]=1.B(Br)(Br)Br.[OH2:23], predict the reaction product. The product is: [CH3:7][CH2:2][CH2:3][CH:4]([CH3:10])[CH3:5].[Cl:1][C:2]1[CH:7]=[CH:6][C:5]([OH:8])=[C:4]([CH:10]([OH:23])[C:11]2[CH:16]=[CH:15][CH:14]=[CH:13][CH:12]=2)[CH:3]=1. (9) Given the reactants [CH3:1][O:2][C:3]1[N:4]=[N:5][C:6]([O:9][CH3:10])=[CH:7][CH:8]=1.[Li]CCCC.[CH2:16]([Sn:20]([CH2:26][CH2:27][CH2:28][CH3:29])([CH2:22][CH2:23][CH2:24][CH3:25])Cl)[CH2:17][CH2:18][CH3:19].[NH4+].[Cl-], predict the reaction product. The product is: [CH3:1][O:2][C:3]1[N:4]=[N:5][C:6]([O:9][CH3:10])=[CH:7][C:8]=1[Sn:20]([CH2:22][CH2:23][CH2:24][CH3:25])([CH2:26][CH2:27][CH2:28][CH3:29])[CH2:16][CH2:17][CH2:18][CH3:19]. (10) Given the reactants Cl.[NH2:2][C@H:3]([CH2:12][C:13]1[CH:18]=[CH:17][C:16]([C:19]2[CH:24]=[CH:23][CH:22]=[C:21]([Cl:25])[CH:20]=2)=[CH:15][CH:14]=1)[CH2:4][CH:5]([CH3:11])[C:6]([O:8][CH2:9][CH3:10])=[O:7].Cl[C:27](=[O:33])[C:28]([O:30][CH2:31][CH3:32])=[O:29], predict the reaction product. The product is: [Cl:25][C:21]1[CH:20]=[C:19]([C:16]2[CH:15]=[CH:14][C:13]([CH2:12][C@@H:3]([NH:2][C:27](=[O:33])[C:28]([O:30][CH2:31][CH3:32])=[O:29])[CH2:4][CH:5]([CH3:11])[C:6]([O:8][CH2:9][CH3:10])=[O:7])=[CH:18][CH:17]=2)[CH:24]=[CH:23][CH:22]=1.